Predict the product of the given reaction. From a dataset of Forward reaction prediction with 1.9M reactions from USPTO patents (1976-2016). The product is: [CH2:14]([O:16][C:17](=[O:2])[CH:18]=[CH:10][CH:9]([O:8][CH3:7])[O:12][CH3:13])[CH3:15]. Given the reactants C(=O)([O-])[O-:2].[K+].[K+].[CH3:7][O:8][CH:9]([O:12][CH3:13])[CH:10]=O.[CH2:14]([O:16][CH2:17][CH3:18])[CH3:15], predict the reaction product.